This data is from Merck oncology drug combination screen with 23,052 pairs across 39 cell lines. The task is: Regression. Given two drug SMILES strings and cell line genomic features, predict the synergy score measuring deviation from expected non-interaction effect. (1) Drug 1: C#Cc1cccc(Nc2ncnc3cc(OCCOC)c(OCCOC)cc23)c1. Drug 2: NC1CCCCC1N.O=C(O)C(=O)O.[Pt+2]. Cell line: RPMI7951. Synergy scores: synergy=-44.6. (2) Drug 1: CN1C(=O)C=CC2(C)C3CCC4(C)C(NC(=O)OCC(F)(F)F)CCC4C3CCC12. Drug 2: Nc1ccn(C2OC(CO)C(O)C2(F)F)c(=O)n1. Cell line: HCT116. Synergy scores: synergy=-4.39. (3) Synergy scores: synergy=6.53. Cell line: SKMES1. Drug 2: CCC1=CC2CN(C1)Cc1c([nH]c3ccccc13)C(C(=O)OC)(c1cc3c(cc1OC)N(C)C1C(O)(C(=O)OC)C(OC(C)=O)C4(CC)C=CCN5CCC31C54)C2. Drug 1: N#Cc1ccc(Cn2cncc2CN2CCN(c3cccc(Cl)c3)C(=O)C2)cc1. (4) Drug 1: N#Cc1ccc(Cn2cncc2CN2CCN(c3cccc(Cl)c3)C(=O)C2)cc1. Drug 2: O=C(CCCCCCC(=O)Nc1ccccc1)NO. Cell line: SKOV3. Synergy scores: synergy=25.0. (5) Synergy scores: synergy=3.30. Drug 1: N.N.O=C(O)C1(C(=O)O)CCC1.[Pt]. Cell line: OV90. Drug 2: Cn1cc(-c2cnn3c(N)c(Br)c(C4CCCNC4)nc23)cn1.